Predict the product of the given reaction. From a dataset of Forward reaction prediction with 1.9M reactions from USPTO patents (1976-2016). (1) The product is: [CH3:7][O:8][C:9](=[O:20])[C:10]1[CH:15]=[C:14]([N+:16]([O-:18])=[O:17])[CH:13]=[CH:12][C:11]=1[N:1]1[CH2:6][CH2:5][O:4][CH2:3][CH2:2]1. Given the reactants [NH:1]1[CH2:6][CH2:5][O:4][CH2:3][CH2:2]1.[CH3:7][O:8][C:9](=[O:20])[C:10]1[CH:15]=[C:14]([N+:16]([O-:18])=[O:17])[CH:13]=[CH:12][C:11]=1F.O, predict the reaction product. (2) Given the reactants [N+:1]([C:4]1[C:13]2[C:8](=[CH:9][CH:10]=[CH:11][CH:12]=2)[CH:7]=[CH:6][CH:5]=1)([O-])=O.O, predict the reaction product. The product is: [NH2:1][C:4]1[C:13]2[C:8](=[CH:9][CH:10]=[CH:11][CH:12]=2)[CH:7]=[CH:6][CH:5]=1. (3) Given the reactants [CH3:1][O:2][C:3](=[O:33])[CH2:4][CH2:5][C@H:6]([C@@H:8]1[C@:25]2([CH3:26])[C@H:11]([C@H:12]3[C@H:22]([CH2:23][C@@H:24]2[OH:27])[C@:20]2([CH3:21])[C@@H:15]([CH2:16][C@@H:17]([O:28][CH2:29][CH2:30][OH:31])[CH2:18][CH2:19]2)[CH2:14][C@H:13]3[OH:32])[CH2:10][CH2:9]1)[CH3:7].[CH3:34][S:35](Cl)(=[O:37])=[O:36].C(N(CC)CC)C.[NH4+].[Cl-], predict the reaction product. The product is: [OH:32][C@@H:13]1[CH2:14][CH:15]2[C@:20]([CH3:21])([CH2:19][CH2:18][C@H:17]([O:28][CH2:29][CH2:30][O:31][S:35]([CH3:34])(=[O:37])=[O:36])[CH2:16]2)[C@@H:22]2[C@@H:12]1[C@H:11]1[C@:25]([CH3:26])([C@@H:24]([OH:27])[CH2:23]2)[C@@H:8]([C@H:6]([CH3:7])[CH2:5][CH2:4][C:3]([O:2][CH3:1])=[O:33])[CH2:9][CH2:10]1. (4) Given the reactants [Br:1][C:2]1[CH:3]=[N:4][C:5]2[N:6]([N:8]=[C:9]([C:11]([OH:13])=O)[CH:10]=2)[CH:7]=1.[CH3:14][CH:15]1[C:20]2[CH:21]=[CH:22][NH:23][C:19]=2[CH2:18][CH2:17][NH:16]1, predict the reaction product. The product is: [Br:1][C:2]1[CH:3]=[N:4][C:5]2[N:6]([N:8]=[C:9]([C:11]([N:16]3[CH2:17][CH2:18][C:19]4[NH:23][CH:22]=[CH:21][C:20]=4[CH:15]3[CH3:14])=[O:13])[CH:10]=2)[CH:7]=1. (5) Given the reactants [CH2:1]([C:3]1[CH:8]=[CH:7][C:6]([C@@H:9]([O:13][C:14]2[CH:15]=[C:16]3[C:20](=[CH:21][CH:22]=2)[N:19]([C:23]2[CH:28]=[CH:27][C:26]([F:29])=[CH:25][CH:24]=2)[N:18]=[CH:17]3)[C@@H:10]([NH2:12])[CH3:11])=[CH:5][CH:4]=1)[CH3:2].[CH3:30][C:31]([CH3:36])([CH3:35])[C:32](Cl)=[O:33], predict the reaction product. The product is: [CH2:1]([C:3]1[CH:4]=[CH:5][C:6]([C@@H:9]([O:13][C:14]2[CH:15]=[C:16]3[C:20](=[CH:21][CH:22]=2)[N:19]([C:23]2[CH:24]=[CH:25][C:26]([F:29])=[CH:27][CH:28]=2)[N:18]=[CH:17]3)[C@@H:10]([NH:12][C:32](=[O:33])[C:31]([CH3:36])([CH3:35])[CH3:30])[CH3:11])=[CH:7][CH:8]=1)[CH3:2]. (6) Given the reactants [NH:1]1[CH2:5][CH2:4][CH2:3][C:2]1=[O:6].[C:7](OC(=O)C)(=[O:9])[CH3:8], predict the reaction product. The product is: [C:7]([N:1]1[CH2:5][CH2:4][CH2:3][C:2]1=[O:6])(=[O:9])[CH3:8]. (7) Given the reactants [F:1][C:2]1[CH:7]=[CH:6][C:5]([C:8](=[O:19])[C:9]([C:12]2[CH:17]=[CH:16][N:15]=[C:14]([F:18])[CH:13]=2)=[N:10]O)=[CH:4][CH:3]=1.[ClH:20], predict the reaction product. The product is: [ClH:20].[NH2:10][CH:9]([C:12]1[CH:17]=[CH:16][N:15]=[C:14]([F:18])[CH:13]=1)[C:8]([C:5]1[CH:4]=[CH:3][C:2]([F:1])=[CH:7][CH:6]=1)=[O:19]. (8) Given the reactants C([Li])CCC.CC1(C)CCCC(C)(C)N1.[Cl:16][C:17]1[N:18]=[N:19][C:20]([O:23][CH3:24])=[CH:21][CH:22]=1.[CH:25](=[O:27])[CH3:26].Cl.C(=O)(O)[O-].[Na+], predict the reaction product. The product is: [Cl:16][C:17]1[N:18]=[N:19][C:20]([O:23][CH3:24])=[C:21]([CH:25]([OH:27])[CH3:26])[CH:22]=1.